From a dataset of Forward reaction prediction with 1.9M reactions from USPTO patents (1976-2016). Predict the product of the given reaction. (1) Given the reactants [NH2:1][C:2]1[N:7]=[C:6]([C:8]([N:10]2[CH2:15][CH2:14][CH:13]([N:16]3[CH2:20][CH2:19][CH2:18][CH2:17]3)[CH2:12][CH2:11]2)=[O:9])[C:5]([CH3:21])=[CH:4][C:3]=1[C:22]1[CH:27]=[CH:26][CH:25]=[C:24]([C:28]([F:31])([F:30])[F:29])[CH:23]=1.CCN([CH2:37][CH3:38])CC.[C:39](OC(=O)C)(=[O:41])[CH3:40].C(=O)([O-])[O-:47].[Na+].[Na+], predict the reaction product. The product is: [CH3:21][C:5]1[CH:4]=[C:3]([C:22]2[CH:27]=[CH:26][CH:25]=[C:24]([C:28]([F:31])([F:30])[F:29])[CH:23]=2)[C:2]([NH:1][C:39](=[O:41])[CH3:40])=[N:7][C:6]=1[C:8]([N:10]1[CH2:15][CH2:14][CH:13]([N:16]2[CH2:17][CH2:18][CH2:19][CH2:20]2)[CH2:12][CH2:11]1)=[O:9].[C:39]([N:1]([C:2]1[C:3]([C:22]2[CH:27]=[CH:26][CH:25]=[C:24]([C:28]([F:31])([F:30])[F:29])[CH:23]=2)=[CH:4][C:5]([CH3:21])=[C:6]([C:8]([N:10]2[CH2:15][CH2:14][CH:13]([N:16]3[CH2:17][CH2:18][CH2:19][CH2:20]3)[CH2:12][CH2:11]2)=[O:9])[N:7]=1)[C:37](=[O:47])[CH3:38])(=[O:41])[CH3:40]. (2) Given the reactants [CH2:1]([N:8]1[CH2:13][CH2:12][N:11]([C:14]([O:16][C:17]([CH3:20])([CH3:19])[CH3:18])=[O:15])[C@H:10]([CH2:21][C:22]([OH:24])=O)[CH2:9]1)[C:2]1[CH:7]=[CH:6][CH:5]=[CH:4][CH:3]=1.[NH2:25][C:26]1[CH:31]=[CH:30][CH:29]=[CH:28][CH:27]=1.CN(C(ON1N=NC2C=CC=NC1=2)=[N+](C)C)C.F[P-](F)(F)(F)(F)F, predict the reaction product. The product is: [NH:25]([C:22](=[O:24])[CH2:21][C@@H:10]1[CH2:9][N:8]([CH2:1][C:2]2[CH:7]=[CH:6][CH:5]=[CH:4][CH:3]=2)[CH2:13][CH2:12][N:11]1[C:14]([O:16][C:17]([CH3:18])([CH3:19])[CH3:20])=[O:15])[C:26]1[CH:31]=[CH:30][CH:29]=[CH:28][CH:27]=1. (3) Given the reactants CC(OC(/N=[N:8]/[C:9](OC(C)C)=O)=O)C.[Cl:15][C:16]1[CH:24]=[C:23]([Cl:25])[CH:22]=[C:21]2[C:17]=1[CH2:18][C@@H:19](O)[C@@H:20]2N(C)C.[OH:30][C:31]1[CH:36]=[CH:35][C:34]([S:37]([NH:40][CH2:41][CH2:42][O:43][CH2:44][CH2:45][O:46][CH2:47][CH2:48][NH:49]C(=O)OC(C)(C)C)(=[O:39])=[O:38])=[CH:33][CH:32]=1.[CH:57]1C=CC(P(C2C=CC=CC=2)C2C=CC=CC=2)=CC=1, predict the reaction product. The product is: [NH2:49][CH2:48][CH2:47][O:46][CH2:45][CH2:44][O:43][CH2:42][CH2:41][NH:40][S:37]([C:34]1[CH:33]=[CH:32][C:31]([O:30][C@H:20]2[C:21]3[C:17](=[C:16]([Cl:15])[CH:24]=[C:23]([Cl:25])[CH:22]=3)[CH2:18][C@@H:19]2[N:8]([CH3:9])[CH3:57])=[CH:36][CH:35]=1)(=[O:38])=[O:39]. (4) Given the reactants [F:1][C:2]1[CH:7]=[CH:6][C:5]([NH:8][C:9]2[C:10]3[C:17]([CH3:18])=[C:16]([C:19](O)=[O:20])[S:15][C:11]=3[N:12]=[CH:13][N:14]=2)=[C:4]([O:22][C@H:23]2[CH2:28][CH2:27][C@H:26]([N:29]([CH3:33])[C:30](=[O:32])[CH3:31])[CH2:25][CH2:24]2)[CH:3]=1.[CH3:34][N:35]([CH3:40])[CH2:36][CH2:37][CH2:38][NH2:39], predict the reaction product. The product is: [CH3:34][N:35]([CH3:40])[CH2:36][CH2:37][CH2:38][NH:39][C:19]([C:16]1[S:15][C:11]2[N:12]=[CH:13][N:14]=[C:9]([NH:8][C:5]3[CH:6]=[CH:7][C:2]([F:1])=[CH:3][C:4]=3[O:22][C@H:23]3[CH2:28][CH2:27][C@H:26]([N:29]([CH3:33])[C:30](=[O:32])[CH3:31])[CH2:25][CH2:24]3)[C:10]=2[C:17]=1[CH3:18])=[O:20]. (5) Given the reactants [Mg].II.Br[CH2:5][CH:6]([CH3:8])[CH3:7].[C:9]([OH:12])(=[O:11])[CH3:10].[C:13]([OH:16])(=[O:15])[CH3:14].[C:17]([OH:20])(=[O:19])[CH3:18].[C:21]([OH:24])(=[O:23])[CH3:22].Br[C@@:26]1([O:35][C@H:34]([CH2:36][OH:37])[C@H:32]([OH:33])[C@H:30]([OH:31])[C@H:28]1[OH:29])[OH:27], predict the reaction product. The product is: [C:9]([OH:12])(=[O:11])[CH3:10].[C:13]([OH:16])(=[O:15])[CH3:14].[C:17]([OH:20])(=[O:19])[CH3:18].[C:21]([OH:24])(=[O:23])[CH3:22].[CH2:5]([C@:26]1([O:35][C@H:34]([CH2:36][OH:37])[C@H:32]([OH:33])[C@H:30]([OH:31])[C@H:28]1[OH:29])[OH:27])[CH:6]([CH3:8])[CH3:7]. (6) Given the reactants [C:1]([N:5]1[C:10](=[O:11])[C:9]([Cl:12])=[C:8]([O:13][CH2:14][C:15]2[CH:20]=[CH:19][C:18]([CH2:21][O:22][CH2:23][CH2:24][OH:25])=[CH:17][CH:16]=2)[CH:7]=[N:6]1)([CH3:4])([CH3:3])[CH3:2].CC1(C)OC2C=CC3C(=O)[C@@H]4[C@@H](COC5C4=CC(OC)=C(OC)C=5)OC=3C=2C=C1.CC(C1C=CC(CSC2C=NN(C(C)(C)C)C(=O)C=2Cl)=CC=1)(C)C.CCC1N=CN=C(NCCOC2C=CC(CCOCC)=C(C)C=2C)C=1Cl.CCC1C(Cl)=C(C(NCC2C=CC(C(C)(C)C)=CC=2)=O)N(C)N=1.CC(C1C=CC(CCOC2N=CN=C3C=2C=CC=C3)=CC=1)(C)C.Cl[C:152]([O:154][CH3:155])=[O:153], predict the reaction product. The product is: [C:152](=[O:153])([O:154][CH3:155])[O:25][CH2:24][CH2:23][O:22][CH2:21][C:18]1[CH:17]=[CH:16][C:15]([CH2:14][O:13][C:8]2[CH:7]=[N:6][N:5]([C:1]([CH3:4])([CH3:3])[CH3:2])[C:10](=[O:11])[C:9]=2[Cl:12])=[CH:20][CH:19]=1. (7) Given the reactants [NH2:1][C:2]1[CH:7]=[CH:6][C:5]([Cl:8])=[CH:4][C:3]=1[C:9]([C:11]1[CH:16]=[CH:15][CH:14]=[CH:13][N:12]=1)=[O:10].[CH3:17][C:18]([C:25]1[CH:30]=[CH:29][C:28]([S:31](Cl)(=[O:33])=[O:32])=[CH:27][CH:26]=1)([C:20]1[O:21][CH:22]=[CH:23][N:24]=1)[CH3:19], predict the reaction product. The product is: [Cl:8][C:5]1[CH:6]=[CH:7][C:2]([NH:1][S:31]([C:28]2[CH:27]=[CH:26][C:25]([C:18]([CH3:19])([C:20]3[O:21][CH:22]=[CH:23][N:24]=3)[CH3:17])=[CH:30][CH:29]=2)(=[O:32])=[O:33])=[C:3]([C:9]([C:11]2[CH:16]=[CH:15][CH:14]=[CH:13][N:12]=2)=[O:10])[CH:4]=1.